This data is from HIV replication inhibition screening data with 41,000+ compounds from the AIDS Antiviral Screen. The task is: Binary Classification. Given a drug SMILES string, predict its activity (active/inactive) in a high-throughput screening assay against a specified biological target. (1) The molecule is C[PH]1(CCc2ccc(Cl)cc2)CC=CC1. The result is 0 (inactive). (2) The molecule is Cn1c(COC(=O)NC2CCCCC2)c(COC(=O)NC2CCCCC2)c2ccc3cc(C=O)ccc3c21. The result is 0 (inactive). (3) The result is 0 (inactive). The drug is N=c1[nH][nH]c(=N)[nH]1. (4) The molecule is CCOC(=O)C1N(S(=O)(=O)c2ccc(C)cc2)CCC12c1ccccc1NC2c1ccc(OC)c(OC)c1. The result is 0 (inactive). (5) The drug is CCC(C)COC(=O)c1ccc(N=Cc2ccc(C=Nc3ccc(C(=O)OCC(C)CC)cc3)cc2)cc1. The result is 0 (inactive). (6) The molecule is Cn1cnc([N+](=O)[O-])c1Sc1nc2cccnc2[nH]1. The result is 0 (inactive). (7) The compound is COc1ccc(C2(CN(C)C)COc3cc(OC)c(OC)cc3C2=O)cc1OC. The result is 0 (inactive). (8) The compound is O=C1OC(CCCN2CCCCC2)(c2ccccc2)CC12CCCC2. The result is 0 (inactive). (9) The molecule is CN(C)C=Nc1c2ccccc2nc2ccccc12. The result is 0 (inactive).